From a dataset of Full USPTO retrosynthesis dataset with 1.9M reactions from patents (1976-2016). Predict the reactants needed to synthesize the given product. Given the product [C:17]([C:3]1[C:2]([NH:1][S:19](=[O:22])(=[O:21])[NH2:20])=[CH:16][CH:15]=[CH:14][C:4]=1[O:5][CH2:6][CH2:7][CH2:8][CH2:9][NH:10][C:11](=[O:13])[CH3:12])#[N:18], predict the reactants needed to synthesize it. The reactants are: [NH2:1][C:2]1[C:3]([C:17]#[N:18])=[C:4]([CH:14]=[CH:15][CH:16]=1)[O:5][CH2:6][CH2:7][CH2:8][CH2:9][NH:10][C:11](=[O:13])[CH3:12].[S:19](Cl)(=[O:22])(=[O:21])[NH2:20].